Dataset: Forward reaction prediction with 1.9M reactions from USPTO patents (1976-2016). Task: Predict the product of the given reaction. (1) Given the reactants [CH3:1][N:2]([CH2:13][C:14]1[N:18]([CH2:19][CH2:20][CH2:21][N:22]2[CH2:27][CH2:26][NH:25][CH2:24][CH2:23]2)[C:17]2[CH:28]=[CH:29][CH:30]=[CH:31][C:16]=2[N:15]=1)[CH:3]1[C:12]2[N:11]=[CH:10][CH:9]=[CH:8][C:7]=2[CH2:6][CH2:5][CH2:4]1.[CH3:32]N(CC1N(CC2CCCN(C)C2)C2C=CC=CC=2N=1)C1C2N=CC=CC=2CCC1, predict the reaction product. The product is: [CH3:1][N:2]([CH2:13][C:14]1[N:18]([CH2:19][CH2:20][CH2:21][N:22]2[CH2:27][CH2:26][N:25]([CH3:32])[CH2:24][CH2:23]2)[C:17]2[CH:28]=[CH:29][CH:30]=[CH:31][C:16]=2[N:15]=1)[CH:3]1[C:12]2[N:11]=[CH:10][CH:9]=[CH:8][C:7]=2[CH2:6][CH2:5][CH2:4]1. (2) Given the reactants Cl[C:2]1[N:12]=[C:11]([NH:13][C:14]2[CH:19]=[CH:18][C:17]([CH2:20][N:21]3[CH2:25][CH2:24][CH2:23][CH2:22]3)=[CH:16][C:15]=2[Cl:26])[C:5]2[C:6](=[O:10])[NH:7][N:8]=[CH:9][C:4]=2[CH:3]=1.[F:27][CH:28]1[CH2:33][CH2:32][NH:31][CH2:30][CH2:29]1.C(N(C(C)C)C(C)C)C, predict the reaction product. The product is: [Cl:26][C:15]1[CH:16]=[C:17]([CH2:20][N:21]2[CH2:25][CH2:24][CH2:23][CH2:22]2)[CH:18]=[CH:19][C:14]=1[NH:13][C:11]1[C:5]2=[C:6]([OH:10])[N:7]=[N:8][CH:9]=[C:4]2[CH:3]=[C:2]([N:31]2[CH2:32][CH2:33][CH:28]([F:27])[CH2:29][CH2:30]2)[N:12]=1.